This data is from Reaction yield outcomes from USPTO patents with 853,638 reactions. The task is: Predict the reaction yield, written as a fraction of the theoretical maximum amount of product (1.0 means a 100% yield; for example, 0.34 means a 34% yield). The reactants are [C:1](/[C:3](=[C:5]1/[C:6]2[CH:35]=[CH:34][CH:33]=[CH:32][C:7]=2[O:8][CH2:9][C:10]2[CH:15]=[C:14]([CH2:16][N:17]3[C:21]4[CH:22]=[CH:23][CH:24]=[C:25]([C:26](O)=[O:27])[C:20]=4[N:19]=[C:18]3[CH2:29][CH2:30][CH3:31])[CH:13]=[CH:12][C:11]/1=2)/[CH3:4])#[N:2].[OH:36][CH:37]1[CH2:42][CH2:41][NH:40][CH2:39][CH2:38]1.C(N=C=NCCCN(C)C)C.ON1C2C=CC=CC=2N=N1.C(=O)([O-])O.[Na+]. The catalyst is CN(C=O)C. The product is [OH:36][CH:37]1[CH2:42][CH2:41][N:40]([C:26]([C:25]2[C:20]3[N:19]=[C:18]([CH2:29][CH2:30][CH3:31])[N:17]([CH2:16][C:14]4[CH:13]=[CH:12][C:11]5/[C:5](=[C:3](/[CH3:4])\[C:1]#[N:2])/[C:6]6[CH:35]=[CH:34][CH:33]=[CH:32][C:7]=6[O:8][CH2:9][C:10]=5[CH:15]=4)[C:21]=3[CH:22]=[CH:23][CH:24]=2)=[O:27])[CH2:39][CH2:38]1. The yield is 1.00.